This data is from Forward reaction prediction with 1.9M reactions from USPTO patents (1976-2016). The task is: Predict the product of the given reaction. (1) Given the reactants [F:1][C:2]1[CH:7]=[C:6]([N+:8]([O-:10])=[O:9])[CH:5]=[C:4]([F:11])[C:3]=1[OH:12].[CH3:13]N=NNC1C=CC(C)=CC=1, predict the reaction product. The product is: [F:1][C:2]1[CH:7]=[C:6]([N+:8]([O-:10])=[O:9])[CH:5]=[C:4]([F:11])[C:3]=1[O:12][CH3:13]. (2) Given the reactants [F:1][C:2]1[CH:7]=[C:6]([NH:8][CH2:9][C:10]2[CH:11]=[C:12]([C:17]3[C:22]([CH3:23])=[CH:21][C:20]([O:24][CH2:25][C:26]4([OH:34])[CH2:31][CH2:30][S:29](=[O:33])(=[O:32])[CH2:28][CH2:27]4)=[CH:19][C:18]=3[CH3:35])[C:13]([CH3:16])=[CH:14][CH:15]=2)[CH:5]=[CH:4][C:3]=1[CH2:36][CH2:37][C:38]([O:40]CC)=[O:39].[OH-].[Na+].Cl, predict the reaction product. The product is: [F:1][C:2]1[CH:7]=[C:6]([NH:8][CH2:9][C:10]2[CH:11]=[C:12]([C:17]3[C:22]([CH3:23])=[CH:21][C:20]([O:24][CH2:25][C:26]4([OH:34])[CH2:27][CH2:28][S:29](=[O:33])(=[O:32])[CH2:30][CH2:31]4)=[CH:19][C:18]=3[CH3:35])[C:13]([CH3:16])=[CH:14][CH:15]=2)[CH:5]=[CH:4][C:3]=1[CH2:36][CH2:37][C:38]([OH:40])=[O:39]. (3) Given the reactants [CH3:1][N:2]1[C:10]2[C:5](=[CH:6][CH:7]=[CH:8][CH:9]=2)[CH:4]=[C:3]1[CH2:11][NH:12][CH3:13].CN.[C:16](Cl)(=[O:19])[CH:17]=[CH2:18], predict the reaction product. The product is: [CH3:13][N:12]([CH2:11][C:3]1[N:2]([CH3:1])[C:10]2[C:5]([CH:4]=1)=[CH:6][CH:7]=[CH:8][CH:9]=2)[C:16](=[O:19])[CH:17]=[CH2:18].